From a dataset of Catalyst prediction with 721,799 reactions and 888 catalyst types from USPTO. Predict which catalyst facilitates the given reaction. (1) Reactant: [CH:1]([C:3]1[CH:4]=[C:5]([CH:10]=[CH:11][C:12]=1OS(C(F)(F)F)(=O)=O)[C:6]([O:8][CH3:9])=[O:7])=[O:2].[F:21][C:22]1[CH:27]=[CH:26][C:25]([O:28][CH3:29])=[CH:24][C:23]=1B(O)O.[O-]P([O-])([O-])=O.[K+].[K+].[K+]. Product: [CH3:9][O:8][C:6]([C:5]1[CH:10]=[CH:11][C:12]([C:23]2[CH:24]=[C:25]([O:28][CH3:29])[CH:26]=[CH:27][C:22]=2[F:21])=[C:3]([CH:1]=[O:2])[CH:4]=1)=[O:7]. The catalyst class is: 73. (2) Reactant: [CH3:1][N:2]1[CH2:7][CH2:6][N:5]([C:8]2[CH:9]=[C:10]3[C:14](=[CH:15][CH:16]=2)[NH:13][CH:12]=[CH:11]3)[CH2:4][CH2:3]1.[C:17](O[C:17]([O:19][C:20]([CH3:23])([CH3:22])[CH3:21])=[O:18])([O:19][C:20]([CH3:23])([CH3:22])[CH3:21])=[O:18]. Product: [C:20]([O:19][C:17]([N:13]1[C:14]2[C:10](=[CH:9][C:8]([N:5]3[CH2:6][CH2:7][N:2]([CH3:1])[CH2:3][CH2:4]3)=[CH:16][CH:15]=2)[CH:11]=[CH:12]1)=[O:18])([CH3:23])([CH3:22])[CH3:21]. The catalyst class is: 112.